This data is from TCR-epitope binding with 47,182 pairs between 192 epitopes and 23,139 TCRs. The task is: Binary Classification. Given a T-cell receptor sequence (or CDR3 region) and an epitope sequence, predict whether binding occurs between them. (1) The TCR CDR3 sequence is CASSHSAGVFMNTEAFF. Result: 0 (the TCR does not bind to the epitope). The epitope is TPGPGVRYPL. (2) The epitope is WICLLQFAY. The TCR CDR3 sequence is CASSSSGELFF. Result: 1 (the TCR binds to the epitope).